Dataset: Full USPTO retrosynthesis dataset with 1.9M reactions from patents (1976-2016). Task: Predict the reactants needed to synthesize the given product. Given the product [C:20]([N:28]1[C:33](=[O:34])[CH:32]=[CH:31][N:30]([CH2:59]/[CH:58]=[CH:57]\[CH2:56][O:55][C:36]([C:49]2[CH:54]=[CH:53][CH:52]=[CH:51][CH:50]=2)([C:37]2[CH:38]=[CH:39][CH:40]=[CH:41][CH:42]=2)[C:43]2[CH:48]=[CH:47][CH:46]=[CH:45][CH:44]=2)[C:29]1=[O:35])(=[O:27])[C:21]1[CH:22]=[CH:23][CH:24]=[CH:25][CH:26]=1, predict the reactants needed to synthesize it. The reactants are: C1(P(C2C=CC=CC=2)C2C=CC=CC=2)C=CC=CC=1.[C:20]([N:28]1[C:33](=[O:34])[CH:32]=[CH:31][NH:30][C:29]1=[O:35])(=[O:27])[C:21]1[CH:26]=[CH:25][CH:24]=[CH:23][CH:22]=1.[C:36]([O:55][CH2:56][CH:57]=[CH:58][CH2:59]O)([C:49]1[CH:54]=[CH:53][CH:52]=[CH:51][CH:50]=1)([C:43]1[CH:48]=[CH:47][CH:46]=[CH:45][CH:44]=1)[C:37]1[CH:42]=[CH:41][CH:40]=[CH:39][CH:38]=1.CC(OC(/N=N/C(OC(C)C)=O)=O)C.